This data is from Forward reaction prediction with 1.9M reactions from USPTO patents (1976-2016). The task is: Predict the product of the given reaction. Given the reactants [C:1]([O:5][C:6]([N:8]1[CH2:13][C@@H:12]([C:14](=[O:37])[NH:15][CH2:16][C:17]2([CH2:31][CH2:32][CH2:33][CH2:34][O:35][CH3:36])[C:30]3[CH:29]=[CH:28][CH:27]=[CH:26][C:25]=3[O:24][C:23]3[C:18]2=[CH:19][CH:20]=[CH:21][CH:22]=3)[CH2:11][C@@H:10]([NH:38][S:39]([C:42]2[CH:47]=[CH:46][C:45]([CH2:48][OH:49])=[CH:44][CH:43]=2)(=[O:41])=[O:40])[CH2:9]1)=[O:7])([CH3:4])([CH3:3])[CH3:2].CCN(CC)CC.[CH3:57][S:58](Cl)(=[O:60])=[O:59], predict the reaction product. The product is: [C:1]([O:5][C:6]([N:8]1[CH2:13][C@@H:12]([C:14](=[O:37])[NH:15][CH2:16][C:17]2([CH2:31][CH2:32][CH2:33][CH2:34][O:35][CH3:36])[C:30]3[CH:29]=[CH:28][CH:27]=[CH:26][C:25]=3[O:24][C:23]3[C:18]2=[CH:19][CH:20]=[CH:21][CH:22]=3)[CH2:11][C@@H:10]([NH:38][S:39]([C:42]2[CH:47]=[CH:46][C:45]([CH2:48][O:49][S:58]([CH3:57])(=[O:60])=[O:59])=[CH:44][CH:43]=2)(=[O:40])=[O:41])[CH2:9]1)=[O:7])([CH3:4])([CH3:2])[CH3:3].